Regression. Given a peptide amino acid sequence and an MHC pseudo amino acid sequence, predict their binding affinity value. This is MHC class I binding data. From a dataset of Peptide-MHC class I binding affinity with 185,985 pairs from IEDB/IMGT. The peptide sequence is DTVNRTHQY. The MHC is HLA-B58:01 with pseudo-sequence HLA-B58:01. The binding affinity (normalized) is 0.0847.